Dataset: Catalyst prediction with 721,799 reactions and 888 catalyst types from USPTO. Task: Predict which catalyst facilitates the given reaction. (1) Reactant: N[C:2]1[CH:7]=[CH:6][C:5]([O:8][C:9]2[CH:26]=[CH:25][C:12]3[CH2:13][CH2:14][N:15]([C:18]([O:20][C:21]([CH3:24])([CH3:23])[CH3:22])=[O:19])[CH2:16][CH2:17][C:11]=3[CH:10]=2)=[C:4]([F:27])[CH:3]=1.C(I)(I)[I:29].N(OC(C)(C)C)=O. Product: [F:27][C:4]1[CH:3]=[C:2]([I:29])[CH:7]=[CH:6][C:5]=1[O:8][C:9]1[CH:26]=[CH:25][C:12]2[CH2:13][CH2:14][N:15]([C:18]([O:20][C:21]([CH3:24])([CH3:23])[CH3:22])=[O:19])[CH2:16][CH2:17][C:11]=2[CH:10]=1. The catalyst class is: 7. (2) Reactant: O.[Na].[CH2:3]([N:10]1[CH2:16][C:15]2(Cl)[C:17]([O:20][CH3:21])([O:18][CH3:19])[C:12](Cl)([C:13](Cl)=[C:14]2Cl)[CH2:11]1)[C:4]1[CH:9]=[CH:8][CH:7]=[CH:6][CH:5]=1.C(O)(C)(C)C. Product: [CH2:3]([N:10]1[CH2:16][CH:15]2[C:17]([O:20][CH3:21])([O:18][CH3:19])[CH:12]([CH:13]=[CH:14]2)[CH2:11]1)[C:4]1[CH:5]=[CH:6][CH:7]=[CH:8][CH:9]=1. The catalyst class is: 12. (3) Reactant: [F:1][C:2]1[CH:10]=[CH:9][CH:8]=[CH:7][C:3]=1[C:4]([OH:6])=[O:5].[S:11]([Cl:15])(=O)(=[O:13])[OH:12]. Product: [Cl:15][S:11]([C:8]1[CH:9]=[CH:10][C:2]([F:1])=[C:3]([CH:7]=1)[C:4]([OH:6])=[O:5])(=[O:13])=[O:12]. The catalyst class is: 74. (4) Reactant: [CH3:1][O:2][C:3]([C:5]1([C:17](O)=[O:18])[CH2:14][CH2:13][C:12]2[C:7](=[C:8]([O:15][CH3:16])[CH:9]=[CH:10][CH:11]=2)[CH2:6]1)=[O:4].[CH3:20][CH2:21][N:22]([CH2:25][CH3:26])[CH2:23][CH3:24].CN(C(O[N:35]1N=N[C:37]2[CH:38]=C[CH:40]=[CH:41][C:36]1=2)=[N+](C)C)C.[B-](F)(F)(F)F. Product: [CH2:21]([N:22]([CH2:25][CH3:26])[C:23]1[CH:38]=[CH:37][C:36]([NH:35][C:17]([C:5]2([C:3]([O:2][CH3:1])=[O:4])[CH2:14][CH2:13][C:12]3[C:7](=[C:8]([O:15][CH3:16])[CH:9]=[CH:10][CH:11]=3)[CH2:6]2)=[O:18])=[C:41]([CH3:40])[CH:24]=1)[CH3:20]. The catalyst class is: 3. (5) Reactant: Br[C:2]1[C:6]2[CH2:7][N:8]([C:11](=[O:13])[CH3:12])[CH2:9][CH2:10][C:5]=2[N:4]([CH:14]2[CH2:19][CH2:18][O:17][CH2:16][CH2:15]2)[N:3]=1.C1(P(C2CCCCC2)C2C=CC=CC=2C2C(OC(C)C)=CC=CC=2OC(C)C)CCCCC1.[NH:53]1[C:62]2[C:57](=[CH:58][CH:59]=[C:60]([C:63]#[N:64])[CH:61]=2)[CH2:56][CH2:55][CH2:54]1.C(O[Na])(C)(C)C. Product: [C:11]([N:8]1[CH2:9][CH2:10][C:5]2[N:4]([CH:14]3[CH2:19][CH2:18][O:17][CH2:16][CH2:15]3)[N:3]=[C:2]([N:53]3[C:62]4[C:57](=[CH:58][CH:59]=[C:60]([C:63]#[N:64])[CH:61]=4)[CH2:56][CH2:55][CH2:54]3)[C:6]=2[CH2:7]1)(=[O:13])[CH3:12]. The catalyst class is: 12. (6) Reactant: [NH2:1][C:2]1[CH:6]=[CH:5][O:4][N:3]=1.[Br:7][C:8]1[CH:13]=[CH:12][C:11]([N:14]2[C:23]3[C:18](=[CH:19][C:20]([S:24](OC4C(F)=C(F)C(F)=C(F)C=4F)(=[O:26])=[O:25])=[CH:21][CH:22]=3)[CH:17]=[CH:16][C:15]2=[O:39])=[C:10]([O:40][CH3:41])[CH:9]=1.[Li+].C[Si]([N-][Si](C)(C)C)(C)C.Cl. Product: [Br:7][C:8]1[CH:13]=[CH:12][C:11]([N:14]2[C:23]3[C:18](=[CH:19][C:20]([S:24]([NH:1][C:2]4[CH:6]=[CH:5][O:4][N:3]=4)(=[O:26])=[O:25])=[CH:21][CH:22]=3)[CH:17]=[CH:16][C:15]2=[O:39])=[C:10]([O:40][CH3:41])[CH:9]=1. The catalyst class is: 1. (7) Reactant: C(=O)([O-])[O-].[K+].[K+].C1(S([N:16]2[C:24]3[C:19](=[CH:20][CH:21]=[CH:22][CH:23]=3)[C:18]([C:25]3[C:29]([C:30]4[CH:35]=[CH:34][CH:33]=[CH:32][N:31]=4)=[N:28][N:27]4[CH2:36][CH2:37][CH2:38][C:26]=34)=[CH:17]2)(=O)=O)C=CC=CC=1.CO.O. Product: [N:31]1[CH:32]=[CH:33][CH:34]=[CH:35][C:30]=1[C:29]1[C:25]([C:18]2[C:19]3[C:24](=[CH:23][CH:22]=[CH:21][CH:20]=3)[NH:16][CH:17]=2)=[C:26]2[CH2:38][CH2:37][CH2:36][N:27]2[N:28]=1. The catalyst class is: 11. (8) Reactant: [CH:1]([O-:3])=[O:2].[K+].C(N(CC)CC)C.[CH2:12]([N:19]1[CH2:24][CH2:23][CH:22]([CH2:25][N:26]([C@@H:33]2[CH2:35][C@H:34]2[C:36]2[CH:41]=[CH:40][C:39](I)=[CH:38][CH:37]=2)[C:27](=[O:32])[C:28]([F:31])([F:30])[F:29])[CH2:21][CH2:20]1)[C:13]1[CH:18]=[CH:17][CH:16]=[CH:15][CH:14]=1.[Cl-].[Li+]. Product: [CH2:12]([N:19]1[CH2:20][CH2:21][CH:22]([CH2:25][N:26]([C@@H:33]2[CH2:35][C@H:34]2[C:36]2[CH:37]=[CH:38][C:39]([C:1]([OH:3])=[O:2])=[CH:40][CH:41]=2)[C:27](=[O:32])[C:28]([F:31])([F:30])[F:29])[CH2:23][CH2:24]1)[C:13]1[CH:18]=[CH:17][CH:16]=[CH:15][CH:14]=1. The catalyst class is: 533.